This data is from Reaction yield outcomes from USPTO patents with 853,638 reactions. The task is: Predict the reaction yield, written as a fraction of the theoretical maximum amount of product (1.0 means a 100% yield; for example, 0.34 means a 34% yield). (1) The yield is 0.477. The product is [CH3:19][CH:14]1[N:13]([CH3:12])[CH2:18][CH2:17][N:16]([C:2]2[S:6][C:5]([C:7]([O:9][CH2:10][CH3:11])=[O:8])=[CH:4][CH:3]=2)[CH2:15]1. The reactants are Br[C:2]1[S:6][C:5]([C:7]([O:9][CH2:10][CH3:11])=[O:8])=[CH:4][CH:3]=1.[CH3:12][N:13]1[CH2:18][CH2:17][NH:16][CH2:15][CH:14]1[CH3:19].C1(P(C2C=CC=CC=2)C2C=CC3C(=CC=CC=3)C=2C2C3C(=CC=CC=3)C=CC=2P(C2C=CC=CC=2)C2C=CC=CC=2)C=CC=CC=1.C(=O)([O-])[O-].[Cs+].[Cs+]. The catalyst is C1(C)C=CC=CC=1.C([O-])(=O)C.[Pd+2].C([O-])(=O)C. (2) The reactants are [NH2:1][C:2]1[C:3]([C:8]([OH:10])=O)=[N:4][CH:5]=[CH:6][CH:7]=1.[F:11][C:12]1([F:25])[O:17][C:16]2[CH:18]=[CH:19][C:20]([NH2:22])=[CH:21][C:15]=2[O:14][C:13]1([F:24])[F:23].C(N(C(C)C)CC)(C)C.CCN=C=NCCCN(C)C.ON1C2C=CC=CC=2N=N1. The catalyst is C(Cl)Cl.CCOC(C)=O. The product is [NH2:1][C:2]1[C:3]([C:8]([NH:22][C:20]2[CH:19]=[CH:18][C:16]3[O:17][C:12]([F:25])([F:11])[C:13]([F:23])([F:24])[O:14][C:15]=3[CH:21]=2)=[O:10])=[N:4][CH:5]=[CH:6][CH:7]=1. The yield is 0.420. (3) The reactants are [Cl:1][C:2]1[CH:19]=[CH:18][C:5]([C:6]([NH:8][C@@H:9]([C:11]2[CH:16]=[CH:15][CH:14]=[C:13]([Cl:17])[CH:12]=2)[CH3:10])=O)=[CH:4][C:3]=1[S:20][C:21]1[CH:26]=[CH:25][CH:24]=[CH:23][CH:22]=1.B. The catalyst is C1COCC1. The product is [Cl:1][C:2]1[CH:19]=[CH:18][C:5]([CH2:6][NH:8][C@@H:9]([C:11]2[CH:16]=[CH:15][CH:14]=[C:13]([Cl:17])[CH:12]=2)[CH3:10])=[CH:4][C:3]=1[S:20][C:21]1[CH:26]=[CH:25][CH:24]=[CH:23][CH:22]=1. The yield is 0.450.